The task is: Predict the reactants needed to synthesize the given product.. This data is from Full USPTO retrosynthesis dataset with 1.9M reactions from patents (1976-2016). (1) The reactants are: Br[C:2]1[CH:11]=[C:10]2[C:5]([C:6](=[O:26])[C:7]3[C:17](=[O:18])[N:16](C(OC(C)(C)C)=O)[S:15][C:8]=3[N:9]2[CH:12]2[CH2:14][CH2:13]2)=[CH:4][C:3]=1[F:27].C(OC([C:33]1[C:42](=O)[C:41]2[C:36](=[CH:37]C(Br)=C(F)C=2)[N:35](C2CC2)[C:34]=1SC)=O)C.[C:51]([O-])(O)=O.[Na+]. Given the product [CH:12]1([N:9]2[C:10]3[C:5](=[CH:4][C:3]([F:27])=[C:2]([C:42]4[CH:33]=[C:34]([CH3:51])[N:35]=[C:36]([CH3:37])[CH:41]=4)[CH:11]=3)[C:6](=[O:26])[C:7]3[C:17](=[O:18])[NH:16][S:15][C:8]2=3)[CH2:14][CH2:13]1, predict the reactants needed to synthesize it. (2) The reactants are: C[C:2]1[C:7]([C:8]([OH:10])=O)=[CH:6][N:5]=[C:4]([N:11]2[CH2:16][C@@H:15]([CH3:17])O[C@@H:13]([CH3:18])[CH2:12]2)[CH:3]=1.Cl.CC1C=[C:28]([N:30]2CCN(C)CC2)C=CC=1C(O)=O.F[C:38]1[CH:47]=CC(C(OC)=O)=C(C)[CH:39]=1.C[N:50]1[CH2:55][CH2:54][NH:53][CH2:52][CH2:51]1.Cl.C[N:58]1[C@H:63]([CH3:64])[CH2:62][NH:61][CH2:60][C@@H:59]1[CH3:65]. Given the product [NH:58]1[C:63]2[CH:64]=[CH:39][CH:38]=[CH:47][C:62]=2[N:61]=[C:60]1[C:59]1[CH:65]=[C:55]([NH:50][C:8](=[O:10])[C:7]2[CH:2]=[CH:3][C:4]([N:11]3[CH2:12][C@@H:13]([CH3:18])[N:30]([CH3:28])[C@@H:15]([CH3:17])[CH2:16]3)=[N:5][CH:6]=2)[CH:54]=[N:53][C:52]=1[CH3:51], predict the reactants needed to synthesize it.